Dataset: Forward reaction prediction with 1.9M reactions from USPTO patents (1976-2016). Task: Predict the product of the given reaction. (1) Given the reactants [Cl:1][C:2]1[CH:39]=[CH:38][C:5]([O:6][CH:7]([CH2:13][C:14]2[CH:19]=[CH:18][C:17]([O:20][CH2:21][CH2:22][NH:23][C:24](=[O:37])[C:25]3[CH:30]=[CH:29][C:28]([C:31]4[CH:36]=[CH:35][CH:34]=[CH:33][N:32]=4)=[CH:27][CH:26]=3)=[CH:16][CH:15]=2)[C:8]([O:10]CC)=[O:9])=[CH:4][CH:3]=1.[OH-].[Na+], predict the reaction product. The product is: [Cl:1][C:2]1[CH:3]=[CH:4][C:5]([O:6][CH:7]([CH2:13][C:14]2[CH:15]=[CH:16][C:17]([O:20][CH2:21][CH2:22][NH:23][C:24](=[O:37])[C:25]3[CH:30]=[CH:29][C:28]([C:31]4[CH:36]=[CH:35][CH:34]=[CH:33][N:32]=4)=[CH:27][CH:26]=3)=[CH:18][CH:19]=2)[C:8]([OH:10])=[O:9])=[CH:38][CH:39]=1. (2) Given the reactants [F:1][C:2]1[CH:29]=[CH:28][C:5]([NH:6][C:7]2[CH:19]=[C:18]([C:20]3[CH:21]=[CH:22][C:23]([O:26][CH3:27])=[N:24][CH:25]=3)[CH:17]=[CH:16][C:8]=2[C:9]([O:11]C(C)(C)C)=[O:10])=[CH:4][CH:3]=1.[F:30][C:31]([F:36])([F:35])[C:32]([OH:34])=[O:33], predict the reaction product. The product is: [F:30][C:31]([F:36])([F:35])[C:32]([OH:34])=[O:33].[F:1][C:2]1[CH:29]=[CH:28][C:5]([NH:6][C:7]2[CH:19]=[C:18]([C:20]3[CH:21]=[CH:22][C:23]([O:26][CH3:27])=[N:24][CH:25]=3)[CH:17]=[CH:16][C:8]=2[C:9]([OH:11])=[O:10])=[CH:4][CH:3]=1.